From a dataset of Full USPTO retrosynthesis dataset with 1.9M reactions from patents (1976-2016). Predict the reactants needed to synthesize the given product. (1) Given the product [OH:61][C:45]1[CH:46]=[C:47]([C:50]2[CH:51]([CH3:60])[CH:52]([CH2:57][CH2:58][CH3:59])[C:53](=[O:56])[NH:54][N:55]=2)[CH:48]=[CH:49][C:44]=1[NH:43][C:7]([C:3]1[N:2]([CH3:1])[CH:6]=[CH:5][CH:4]=1)=[O:9], predict the reactants needed to synthesize it. The reactants are: [CH3:1][N:2]1[CH:6]=[CH:5][CH:4]=[C:3]1[C:7]([OH:9])=O.CN(C(ON1N=NC2C=CC=NC1=2)=[N+](C)C)C.F[P-](F)(F)(F)(F)F.CCN(C(C)C)C(C)C.[NH2:43][C:44]1[CH:49]=[CH:48][C:47]([C:50]2[CH:51]([CH3:60])[CH:52]([CH2:57][CH2:58][CH3:59])[C:53](=[O:56])[NH:54][N:55]=2)=[CH:46][C:45]=1[OH:61]. (2) Given the product [Cl:2][C:3]1[CH:20]=[CH:19][C:6]([CH2:7][N:8]2[C:9]([CH3:18])=[N:10][N:11]=[C:12]2[C@H:13]2[CH2:17][CH2:16][CH2:15][N:14]2[C:29]([NH:28][C:25]2[CH:26]=[CH:27][C:22]([Cl:21])=[CH:23][CH:24]=2)=[O:30])=[CH:5][CH:4]=1, predict the reactants needed to synthesize it. The reactants are: Cl.[Cl:2][C:3]1[CH:20]=[CH:19][C:6]([CH2:7][N:8]2[C:12]([C@H:13]3[CH2:17][CH2:16][CH2:15][NH:14]3)=[N:11][N:10]=[C:9]2[CH3:18])=[CH:5][CH:4]=1.[Cl:21][C:22]1[CH:27]=[CH:26][C:25]([N:28]=[C:29]=[O:30])=[CH:24][CH:23]=1.C(N(CC)C(C)C)(C)C. (3) The reactants are: [Cl:1][C:2]1[CH:3]=[C:4]([CH:26]=[CH:27][C:28]=1[Cl:29])[CH2:5][N:6]1[CH2:11][CH2:10][O:9][CH:8]([CH2:12][NH:13][C:14](=[O:25])[O:15]C2C=CC([N+]([O-])=O)=CC=2)[CH2:7]1.[C:30]([NH:33][C:34]1[CH:35]=[C:36]([CH:39]=[CH:40][CH:41]=1)[CH2:37][NH2:38])(=[O:32])[CH3:31]. Given the product [CH:14]([OH:25])=[O:15].[Cl:1][C:2]1[CH:3]=[C:4]([CH:26]=[CH:27][C:28]=1[Cl:29])[CH2:5][N:6]1[CH2:11][CH2:10][O:9][CH:8]([CH2:12][NH:13][C:14]([NH:38][CH2:37][C:36]2[CH:35]=[C:34]([NH:33][C:30](=[O:32])[CH3:31])[CH:41]=[CH:40][CH:39]=2)=[O:25])[CH2:7]1, predict the reactants needed to synthesize it. (4) Given the product [CH2:6]1[N:7]2[C:15]3[C:10]([C:9]4[CH2:17][CH2:18][CH2:19][CH2:20][CH2:21][CH2:22][C:8]=42)=[CH:11][CH:12]=[CH:13][C:14]=3[CH2:16][NH:4][CH2:5]1, predict the reactants needed to synthesize it. The reactants are: C([N:4]1[CH2:16][C:14]2=[C:15]3[C:10](=[CH:11][CH:12]=[CH:13]2)[C:9]2[CH2:17][CH2:18][CH2:19][CH2:20][CH2:21][CH2:22][C:8]=2[N:7]3[CH2:6][CH2:5]1)(=O)C.Cl. (5) Given the product [Br:1][C:2]1[CH:3]=[N:4][C:5]2[N:6]([N:8]=[C:9]([C:11]([N:22]3[CH2:21][CH2:20][C:19]4[C:24](=[CH:25][CH:26]=[C:27]5[N:15]([CH3:14])[CH:16]=[CH:17][C:18]5=4)[CH:23]3[CH3:28])=[O:13])[CH:10]=2)[CH:7]=1, predict the reactants needed to synthesize it. The reactants are: [Br:1][C:2]1[CH:3]=[N:4][C:5]2[N:6]([N:8]=[C:9]([C:11]([OH:13])=O)[CH:10]=2)[CH:7]=1.[CH3:14][N:15]1[C:27]2[C:18](=[C:19]3[C:24](=[CH:25][CH:26]=2)[CH:23]([CH3:28])[NH:22][CH2:21][CH2:20]3)[CH:17]=[CH:16]1. (6) Given the product [C:1]1([S:7]([C:10]2[CH:19]=[C:18]3[C:13]([CH2:14][CH2:15][C@H:16]([CH2:20][NH:33][CH3:32])[O:17]3)=[CH:12][CH:11]=2)(=[O:9])=[O:8])[CH:6]=[CH:5][CH:4]=[CH:3][CH:2]=1, predict the reactants needed to synthesize it. The reactants are: [C:1]1([S:7]([C:10]2[CH:19]=[C:18]3[C:13]([CH2:14][CH2:15][C@H:16]([CH2:20]OS(C4C=CC(C)=CC=4)(=O)=O)[O:17]3)=[CH:12][CH:11]=2)(=[O:9])=[O:8])[CH:6]=[CH:5][CH:4]=[CH:3][CH:2]=1.[CH3:32][NH2:33].[OH-].[Na+]. (7) Given the product [C:1]([N:4]1[C:13]2[C:8](=[CH:9][CH:10]=[C:11]([C:14]3[S:15][C:16]([O:31][C:25]4[CH:30]=[CH:29][CH:28]=[CH:27][CH:26]=4)=[C:17]([C:19]([O:21][CH2:22][CH3:23])=[O:20])[N:18]=3)[CH:12]=2)[CH2:7][CH2:6][CH2:5]1)(=[O:3])[CH3:2], predict the reactants needed to synthesize it. The reactants are: [C:1]([N:4]1[C:13]2[C:8](=[CH:9][CH:10]=[C:11]([C:14]3[S:15][C:16](Cl)=[C:17]([C:19]([O:21][CH2:22][CH3:23])=[O:20])[N:18]=3)[CH:12]=2)[CH2:7][CH2:6][CH2:5]1)(=[O:3])[CH3:2].[C:25]1([OH:31])[CH:30]=[CH:29][CH:28]=[CH:27][CH:26]=1.[OH-].[K+].CN(C=O)C.